Dataset: Catalyst prediction with 721,799 reactions and 888 catalyst types from USPTO. Task: Predict which catalyst facilitates the given reaction. (1) Reactant: [Cl:1][C:2]1[N:3]=[C:4](Cl)[C:5]2[CH2:11][O:10][CH2:9][CH:8]([C:12]3[CH:17]=[CH:16][CH:15]=[CH:14][CH:13]=3)[C:6]=2[N:7]=1.[CH3:19][NH:20][CH2:21][CH3:22]. Product: [Cl:1][C:2]1[N:3]=[C:4]([N:20]([CH2:21][CH3:22])[CH3:19])[C:5]2[CH2:11][O:10][CH2:9][CH:8]([C:12]3[CH:17]=[CH:16][CH:15]=[CH:14][CH:13]=3)[C:6]=2[N:7]=1. The catalyst class is: 5. (2) Reactant: [N:1]1([CH:6]([CH3:24])/[C:7](/[C:18]2[CH:23]=[CH:22][CH:21]=[CH:20][CH:19]=2)=[CH:8]/[C:9]2[CH:17]=[CH:16][C:12]([C:13](O)=[O:14])=[CH:11][CH:10]=2)[CH:5]=[CH:4][N:3]=[CH:2]1.C(Cl)CCl.C1C=CC2N(O)N=NC=2C=1.Cl.C[O:41][C:42](=[O:49])[C@H:43]([CH2:45][CH2:46][S:47][CH3:48])[NH2:44].CN1CCOCC1.C([O-])(O)=O.[Na+]. Product: [N:1]1([CH:6]([CH3:24])/[C:7](/[C:18]2[CH:23]=[CH:22][CH:21]=[CH:20][CH:19]=2)=[CH:8]/[C:9]2[CH:17]=[CH:16][C:12]([C:13]([NH:44][C@@H:43]([CH2:45][CH2:46][S:47][CH3:48])[C:42]([OH:41])=[O:49])=[O:14])=[CH:11][CH:10]=2)[CH:5]=[CH:4][N:3]=[CH:2]1. The catalyst class is: 3. (3) Reactant: C([O:8][CH2:9][CH2:10][NH:11][S:12]([C:15]1[C:16]([OH:34])=[C:17]([NH:22][C:23]([NH:25][C:26]2[CH:31]=[CH:30][CH:29]=[C:28]([Cl:32])[C:27]=2[Cl:33])=[O:24])[CH:18]=[CH:19][C:20]=1[Cl:21])(=[O:14])=[O:13])C1C=CC=CC=1.I[Si](C)(C)C. Product: [OH:8][CH2:9][CH2:10][NH:11][S:12]([C:15]1[C:16]([OH:34])=[C:17]([NH:22][C:23]([NH:25][C:26]2[CH:31]=[CH:30][CH:29]=[C:28]([Cl:32])[C:27]=2[Cl:33])=[O:24])[CH:18]=[CH:19][C:20]=1[Cl:21])(=[O:14])=[O:13]. The catalyst class is: 4. (4) Reactant: [C:1]([Si:5]([CH2:25]C)([CH2:23]C)[O:6][CH2:7][C:8]1[CH:13]=[C:12]([C:14]([F:17])([F:16])[F:15])[N:11]=[C:10]([O:18][CH3:19])[C:9]=1[CH2:20][CH:21]=O)([CH3:4])([CH3:3])[CH3:2].[NH2:27][CH:28]([C:35]1[CH:40]=[CH:39][CH:38]=[CH:37][CH:36]=1)[C:29]1[CH:34]=[CH:33][CH:32]=[CH:31][CH:30]=1.C(O[BH-](OC(=O)C)OC(=O)C)(=O)C.[Na+]. Product: [CH:28]([NH:27][CH2:21][CH2:20][C:9]1[C:10]([O:18][CH3:19])=[N:11][C:12]([C:14]([F:16])([F:15])[F:17])=[CH:13][C:8]=1[CH2:7][O:6][Si:5]([C:1]([CH3:4])([CH3:3])[CH3:2])([CH3:23])[CH3:25])([C:29]1[CH:34]=[CH:33][CH:32]=[CH:31][CH:30]=1)[C:35]1[CH:40]=[CH:39][CH:38]=[CH:37][CH:36]=1. The catalyst class is: 4. (5) Reactant: O[CH2:2][C:3]1[CH:4]=[C:5]([C:9]2[N:10]=[C:11]3[C:16](=[CH:17][CH:18]=2)[N:15]([CH3:19])[C:14](=[O:20])[CH2:13][CH2:12]3)[CH:6]=[N:7][CH:8]=1.S(Cl)([Cl:23])=O.C([O-])(O)=O.[Na+]. Product: [Cl:23][CH2:2][C:3]1[CH:4]=[C:5]([C:9]2[N:10]=[C:11]3[C:16](=[CH:17][CH:18]=2)[N:15]([CH3:19])[C:14](=[O:20])[CH2:13][CH2:12]3)[CH:6]=[N:7][CH:8]=1. The catalyst class is: 2. (6) Reactant: [N:1]1[CH:6]=[CH:5][CH:4]=[C:3]([CH2:7][C:8]([OH:10])=O)[CH:2]=1.[P:11]([OH:14])([OH:13])[OH:12].ClC1C=CC=CC=1.P(Cl)(Cl)Cl. Product: [CH:5]1[CH:6]=[N:1][CH:2]=[C:3]([CH2:7][C:8]([P:11]([OH:14])([OH:13])=[O:12])([P:11]([OH:14])([OH:13])=[O:12])[OH:10])[CH:4]=1. The catalyst class is: 24. (7) Reactant: [NH2:1][C:2]1[C:7]([N+:8]([O-:10])=[O:9])=[C:6](Cl)[C:5]([Cl:12])=[CH:4][N:3]=1.[N:13]1[CH:18]=[CH:17][C:16]([CH2:19][N:20]2[CH2:25][CH2:24][NH:23][CH2:22][CH2:21]2)=[CH:15][CH:14]=1.C(N(C(C)C)CC)(C)C. The catalyst class is: 32. Product: [Cl:12][C:5]1[C:6]([N:23]2[CH2:24][CH2:25][N:20]([CH2:19][C:16]3[CH:15]=[CH:14][N:13]=[CH:18][CH:17]=3)[CH2:21][CH2:22]2)=[C:7]([N+:8]([O-:10])=[O:9])[C:2]([NH2:1])=[N:3][CH:4]=1. (8) Reactant: [NH2:1][C:2]1[CH:7]=[CH:6][C:5]([F:8])=[CH:4][N:3]=1.C[Al](C)C.C([O:15][C:16]([C:18]1[N:19]=[C:20]([CH3:34])[S:21][C:22]=1[NH:23][C:24]1[CH:29]=[CH:28][CH:27]=[C:26]([S:30](=[O:33])(=[O:32])[NH2:31])[CH:25]=1)=O)C.S([O-])([O-])(=O)=O.[Na+].[Na+]. Product: [F:8][C:5]1[CH:6]=[CH:7][C:2]([NH:1][C:16]([C:18]2[N:19]=[C:20]([CH3:34])[S:21][C:22]=2[NH:23][C:24]2[CH:29]=[CH:28][CH:27]=[C:26]([S:30](=[O:33])(=[O:32])[NH2:31])[CH:25]=2)=[O:15])=[N:3][CH:4]=1. The catalyst class is: 38.